This data is from Retrosynthesis with 50K atom-mapped reactions and 10 reaction types from USPTO. The task is: Predict the reactants needed to synthesize the given product. Given the product CN(c1ccc([N+](=O)[O-])cn1)[C@H]1CCN(C(=O)OC(C)(C)C)C1, predict the reactants needed to synthesize it. The reactants are: CC(C)(C)OC(=O)N1CC[C@H](Nc2ccc([N+](=O)[O-])cn2)C1.CI.